Predict the product of the given reaction. From a dataset of Forward reaction prediction with 1.9M reactions from USPTO patents (1976-2016). (1) Given the reactants CN(C)C=O.[N+:6]([C:9]1[N:10]=[C:11](SC2C=CC=CC=2[N+]([O-])=O)[N:12]([CH2:14][C@:15]([OH:40])([CH3:39])[CH2:16][N:17]2[CH2:22][CH2:21][N:20]([C:23]([O:25][CH2:26][CH:27]=[CH:28][C:29]3[CH:34]=[CH:33][C:32]([C:35]([F:38])([F:37])[F:36])=[CH:31][CH:30]=3)=[O:24])[CH2:19][CH2:18]2)[CH:13]=1)([O-:8])=[O:7].CC(C)([O-])C.[Na+].O, predict the reaction product. The product is: [CH3:39][C@@:15]1([CH2:16][N:17]2[CH2:18][CH2:19][N:20]([C:23]([O:25][CH2:26][CH:27]=[CH:28][C:29]3[CH:34]=[CH:33][C:32]([C:35]([F:36])([F:38])[F:37])=[CH:31][CH:30]=3)=[O:24])[CH2:21][CH2:22]2)[O:40][C:11]2=[N:10][C:9]([N+:6]([O-:8])=[O:7])=[CH:13][N:12]2[CH2:14]1. (2) Given the reactants CS(O[CH2:6][C@@H:7]1[O:11][C:10](=[O:12])[N:9]([C:13]2[CH:18]=[CH:17][C:16]([N:19]3[CH2:24][CH2:23][O:22][CH2:21][C:20]3=[O:25])=[CH:15][CH:14]=2)[CH2:8]1)(=O)=O.[C:26]([NH2:30])([CH3:29])([CH3:28])[CH3:27], predict the reaction product. The product is: [C:26]([NH:30][CH2:6][C@@H:7]1[O:11][C:10](=[O:12])[N:9]([C:13]2[CH:18]=[CH:17][C:16]([N:19]3[CH2:24][CH2:23][O:22][CH2:21][C:20]3=[O:25])=[CH:15][CH:14]=2)[CH2:8]1)([CH3:29])([CH3:28])[CH3:27]. (3) Given the reactants [F:1][C:2]1[CH:3]=[C:4]2[C:8](=[CH:9][CH:10]=1)[NH:7][CH:6]=[C:5]2[CH:11]1[CH2:15][C:14](=O)[NH:13][C:12]1=O.[H-].[Al+3].[Li+].[H-].[H-].[H-], predict the reaction product. The product is: [F:1][C:2]1[CH:3]=[C:4]2[C:8](=[CH:9][CH:10]=1)[NH:7][CH:6]=[C:5]2[CH:11]1[CH2:15][CH2:14][NH:13][CH2:12]1. (4) Given the reactants [I:1][CH2:2][C:3]12[CH2:10][CH2:9][C:6]([C:11]3SC(C)=N[C:12]=3[C:17]3[CH:22]=[CH:21][CH:20]=CC=3)([CH2:7][CH2:8]1)[O:5][CH2:4]2.CC1SC=C(C2C=CC=CC=2)N=1.BrC1C=C(C=CC=1)[O:39][CH:40]1[CH2:45][CH2:44][CH2:43][CH2:42][O:41]1, predict the reaction product. The product is: [I:1][CH2:2][C:3]12[CH2:8][CH2:7][C:6]([C:11]3[CH:20]=[CH:21][CH:22]=[C:17]([O:39][CH:40]4[CH2:45][CH2:44][CH2:43][CH2:42][O:41]4)[CH:12]=3)([CH2:9][CH2:10]1)[O:5][CH2:4]2.